From a dataset of Reaction yield outcomes from USPTO patents with 853,638 reactions. Predict the reaction yield, written as a fraction of the theoretical maximum amount of product (1.0 means a 100% yield; for example, 0.34 means a 34% yield). (1) The reactants are [NH2:1][C:2]1[N:7]=[CH:6][N:5]=[C:4]2[N:8]([CH:12]([C:14]3[CH:21]=[C:20]([Cl:22])[C:17]([C:18]#[N:19])=[C:16](Br)[C:15]=3[O:24][CH2:25][CH3:26])[CH3:13])[N:9]=[C:10]([CH3:11])[C:3]=12.[CH3:27][S:28]([C:31]1[CH:32]=[N:33][CH:34]=[C:35](B2OC(C)(C)C(C)(C)O2)[CH:36]=1)(=[O:30])=[O:29].C(#N)C.C(=O)([O-])[O-].[Na+].[Na+].O.ClCCl. No catalyst specified. The product is [NH2:1][C:2]1[N:7]=[CH:6][N:5]=[C:4]2[N:8]([CH:12]([C:14]3[CH:21]=[C:20]([Cl:22])[C:17]([C:18]#[N:19])=[C:16]([C:35]4[CH:34]=[N:33][CH:32]=[C:31]([S:28]([CH3:27])(=[O:30])=[O:29])[CH:36]=4)[C:15]=3[O:24][CH2:25][CH3:26])[CH3:13])[N:9]=[C:10]([CH3:11])[C:3]=12. The yield is 0.200. (2) The reactants are [C:1]12([NH:11]C(=O)C[Cl:14])[CH2:10][CH:5]3[CH2:6][CH:7]([CH2:9][CH:3]([CH2:4]3)[CH2:2]1)[CH2:8]2.NC(N)=S.C(O)(=O)C. The catalyst is C(O)C. The product is [CH2:9]1[CH:7]2[CH2:8][C:1]3([NH2:11])[CH2:10][CH:5]([CH2:6]2)[CH2:4][CH:3]1[CH2:2]3.[ClH:14]. The yield is 0.809.